This data is from hERG potassium channel inhibition data for cardiac toxicity prediction from Karim et al.. The task is: Regression/Classification. Given a drug SMILES string, predict its toxicity properties. Task type varies by dataset: regression for continuous values (e.g., LD50, hERG inhibition percentage) or binary classification for toxic/non-toxic outcomes (e.g., AMES mutagenicity, cardiotoxicity, hepatotoxicity). Dataset: herg_karim. (1) The molecule is N#Cc1cnc(C(=O)Nc2ccc(C3CCNCC3)cc2C2=CCCCC2)[nH]1. The result is 0 (non-blocker). (2) The molecule is Cc1ncoc1-c1nnc(SCCCN2CC[C@]3(C[C@@H]3c3ccccc3)C2)n1C. The result is 1 (blocker). (3) The drug is COc1ccnc(-c2ccc3c(c2)C2(COC(N)=N2)C2(COC2)C(C)(C)O3)c1. The result is 1 (blocker).